This data is from Forward reaction prediction with 1.9M reactions from USPTO patents (1976-2016). The task is: Predict the product of the given reaction. (1) Given the reactants Br[C:2]1[CH:7]=[CH:6][C:5]([C:8]2[O:9][CH:10]=[N:11][N:12]=2)=[CH:4][CH:3]=1.[C:13]([N:20]1[CH2:25][CH2:24][NH:23][CH2:22][CH2:21]1)([O:15][C:16]([CH3:19])([CH3:18])[CH3:17])=[O:14], predict the reaction product. The product is: [C:16]([O:15][C:13]([N:20]1[CH2:25][CH2:24][N:23]([C:2]2[CH:7]=[CH:6][C:5]([C:8]3[O:9][CH:10]=[N:11][N:12]=3)=[CH:4][CH:3]=2)[CH2:22][CH2:21]1)=[O:14])([CH3:19])([CH3:17])[CH3:18]. (2) Given the reactants [C:1]([C:5]1[N:10]=[C:9]([C:11]([CH3:14])([CH3:13])[CH3:12])[CH:8]=[C:7]([N:15]2[CH2:20][CH2:19][NH:18][CH2:17][CH2:16]2)[N:6]=1)([CH3:4])([CH3:3])[CH3:2].[Cl:21][CH2:22][CH2:23][CH2:24][CH2:25][N:26]1[C:32]2[CH:33]=[CH:34][CH:35]=[CH:36][C:31]=2[C:30](=[O:37])[CH2:29][CH2:28][C:27]1=[O:38], predict the reaction product. The product is: [ClH:21].[C:1]([C:5]1[N:6]=[C:7]([N:15]2[CH2:16][CH2:17][N:18]([CH2:22][CH2:23][CH2:24][CH2:25][N:26]3[C:32]4[CH:33]=[CH:34][CH:35]=[CH:36][C:31]=4[C:30](=[O:37])[CH2:29][CH2:28][C:27]3=[O:38])[CH2:19][CH2:20]2)[CH:8]=[C:9]([C:11]([CH3:13])([CH3:14])[CH3:12])[N:10]=1)([CH3:2])([CH3:3])[CH3:4]. (3) Given the reactants [CH3:1][C:2]([C:17]1[CH:22]=[CH:21][CH:20]=[CH:19][CH:18]=1)([CH2:9][O:10][CH:11]1[CH2:16][CH2:15][CH2:14][CH2:13][O:12]1)[CH2:3][CH2:4][CH2:5][CH2:6][CH2:7][NH2:8].CCN(CC)CC.Cl[C:31](Cl)([O:33]C(=O)OC(Cl)(Cl)Cl)Cl, predict the reaction product. The product is: [N:8]([CH2:7][CH2:6][CH2:5][CH2:4][CH2:3][C:2]([CH3:1])([C:17]1[CH:18]=[CH:19][CH:20]=[CH:21][CH:22]=1)[CH2:9][O:10][CH:11]1[CH2:16][CH2:15][CH2:14][CH2:13][O:12]1)=[C:31]=[O:33].